From a dataset of Reaction yield outcomes from USPTO patents with 853,638 reactions. Predict the reaction yield, written as a fraction of the theoretical maximum amount of product (1.0 means a 100% yield; for example, 0.34 means a 34% yield). The reactants are [CH3:1][C:2]1[CH:11]=[CH:10][C:5]([C:6](OC)=[O:7])=[CH:4][N:3]=1.[BH4-].[Na+]. The catalyst is CO. The product is [CH3:1][C:2]1[N:3]=[CH:4][C:5]([CH2:6][OH:7])=[CH:10][CH:11]=1. The yield is 0.640.